From a dataset of Forward reaction prediction with 1.9M reactions from USPTO patents (1976-2016). Predict the product of the given reaction. Given the reactants [Cl:1][C:2]1[S:17][C:5]2[N:6]=[CH:7][N:8]=[C:9]([NH:10][CH:11]3[CH2:16][CH2:15][NH:14][CH2:13][CH2:12]3)[C:4]=2[C:3]=1[CH3:18].Cl[CH2:20][C:21]1[CH:26]=[CH:25][CH:24]=[CH:23][C:22]=1[O:27][CH3:28], predict the reaction product. The product is: [CH3:28][O:27][C:22]1[CH:23]=[CH:24][CH:25]=[CH:26][C:21]=1[CH2:20][N:14]1[CH2:13][CH2:12][CH:11]([NH:10][C:9]2[C:4]3[C:3]([CH3:18])=[C:2]([Cl:1])[S:17][C:5]=3[N:6]=[CH:7][N:8]=2)[CH2:16][CH2:15]1.